This data is from NCI-60 drug combinations with 297,098 pairs across 59 cell lines. The task is: Regression. Given two drug SMILES strings and cell line genomic features, predict the synergy score measuring deviation from expected non-interaction effect. Cell line: U251. Drug 1: CC1=C(N=C(N=C1N)C(CC(=O)N)NCC(C(=O)N)N)C(=O)NC(C(C2=CN=CN2)OC3C(C(C(C(O3)CO)O)O)OC4C(C(C(C(O4)CO)O)OC(=O)N)O)C(=O)NC(C)C(C(C)C(=O)NC(C(C)O)C(=O)NCCC5=NC(=CS5)C6=NC(=CS6)C(=O)NCCC[S+](C)C)O. Drug 2: CN1C2=C(C=C(C=C2)N(CCCl)CCCl)N=C1CCCC(=O)O.Cl. Synergy scores: CSS=49.2, Synergy_ZIP=-1.13, Synergy_Bliss=-2.19, Synergy_Loewe=-38.3, Synergy_HSA=-2.43.